From a dataset of Reaction yield outcomes from USPTO patents with 853,638 reactions. Predict the reaction yield, written as a fraction of the theoretical maximum amount of product (1.0 means a 100% yield; for example, 0.34 means a 34% yield). (1) The reactants are O[CH2:2][C:3]1[CH:12]=[N:11][C:10]2[N:9]3[CH2:13][CH2:14][CH2:15][C@H:8]3[C:7](=[O:16])[NH:6][C:5]=2[CH:4]=1.Cl.[CH2:18]([NH:20][C:21](=[O:36])[C:22]1[CH:27]=[C:26]([F:28])[C:25]([N:29]2[CH2:34][CH2:33][NH:32][CH2:31][CH2:30]2)=[CH:24][C:23]=1[F:35])[CH3:19].[I-].C(C[P+](C)(C)C)#N.C(N(CC)C(C)C)(C)C. The catalyst is C(#N)CC.ClCCl.CO. The product is [CH2:18]([NH:20][C:21](=[O:36])[C:22]1[CH:27]=[C:26]([F:28])[C:25]([N:29]2[CH2:34][CH2:33][N:32]([CH2:2][C:3]3[CH:12]=[N:11][C:10]4[N:9]5[CH2:13][CH2:14][CH2:15][C@H:8]5[C:7](=[O:16])[NH:6][C:5]=4[CH:4]=3)[CH2:31][CH2:30]2)=[CH:24][C:23]=1[F:35])[CH3:19]. The yield is 0.368. (2) The reactants are CC1(C)[O:6][C@H:5]([CH2:7][N:8]2[CH:12]=[CH:11][C:10]([NH:13][C:14](=[O:35])[C@H:15]([N:21]3[CH2:25][C:24]([O:26][C:27]4[CH:32]=[CH:31][CH:30]=[CH:29][C:28]=4[Cl:33])=[CH:23][C:22]3=[O:34])[CH2:16][CH:17]([CH3:20])[CH2:18][CH3:19])=[N:9]2)[CH2:4][O:3]1.Cl. The catalyst is O1CCCC1. The product is [OH:6][C@@H:5]([CH2:4][OH:3])[CH2:7][N:8]1[CH:12]=[CH:11][C:10]([NH:13][C:14](=[O:35])[C@H:15]([N:21]2[CH2:25][C:24]([O:26][C:27]3[CH:32]=[CH:31][CH:30]=[CH:29][C:28]=3[Cl:33])=[CH:23][C:22]2=[O:34])[CH2:16][CH:17]([CH3:20])[CH2:18][CH3:19])=[N:9]1. The yield is 0.904. (3) The reactants are [OH-].[K+].C[O:4][C:5](=[O:20])[C:6]1[CH:11]=[CH:10][C:9]([C:12]#[C:13][C:14]#[C:15][Si](C)(C)C)=[CH:8][CH:7]=1. The catalyst is O.C1COCC1. The product is [C:12]([C:9]1[CH:8]=[CH:7][C:6]([C:5]([OH:20])=[O:4])=[CH:11][CH:10]=1)#[C:13][C:14]#[CH:15]. The yield is 0.910. (4) The product is [CH3:13][NH:14][CH2:2][CH2:3][CH2:4][O:5][C:6]1[C:7]([CH3:12])=[N:8][CH:9]=[CH:10][CH:11]=1. The reactants are Cl[CH2:2][CH2:3][CH2:4][O:5][C:6]1[C:7]([CH3:12])=[N:8][CH:9]=[CH:10][CH:11]=1.[CH3:13][NH2:14]. The catalyst is CO. The yield is 0.610. (5) The reactants are [F:1][C:2]1[CH:7]=[C:6]([C:8]2[C:9]3[C:10]4[CH:23]=[CH:22][S:21][C:11]=4[C:12](=[O:20])[NH:13][C:14]=3[CH:15]=[CH:16][C:17]=2[O:18][CH3:19])[CH:5]=[CH:4][C:3]=1[CH:24]([CH3:34])[CH2:25][NH:26][C:27](=[O:33])[O:28][C:29]([CH3:32])([CH3:31])[CH3:30].C1C(=O)N([Br:42])C(=O)C1. No catalyst specified. The product is [Br:42][C:15]1[C:14]2[NH:13][C:12](=[O:20])[C:11]3[S:21][CH:22]=[CH:23][C:10]=3[C:9]=2[C:8]([C:6]2[CH:5]=[CH:4][C:3]([CH:24]([CH3:34])[CH2:25][NH:26][C:27](=[O:33])[O:28][C:29]([CH3:30])([CH3:32])[CH3:31])=[C:2]([F:1])[CH:7]=2)=[C:17]([O:18][CH3:19])[CH:16]=1. The yield is 0.480. (6) The reactants are [C:1]([O:5][C:6]([CH2:8][NH:9][C:10]1[CH:11]=[C:12]([C:16]2[N:21]=[CH:20][C:19]([CH:22]=[C:23]([O:29][CH2:30][CH3:31])[C:24]([O:26][CH2:27][CH3:28])=[O:25])=[CH:18][CH:17]=2)[CH:13]=[CH:14][CH:15]=1)=[O:7])([CH3:4])([CH3:3])[CH3:2].[H][H]. The catalyst is O1CCCC1.[Pd]. The product is [C:1]([O:5][C:6]([CH2:8][NH:9][C:10]1[CH:11]=[C:12]([C:16]2[N:21]=[CH:20][C:19]([CH2:22][CH:23]([O:29][CH2:30][CH3:31])[C:24]([O:26][CH2:27][CH3:28])=[O:25])=[CH:18][CH:17]=2)[CH:13]=[CH:14][CH:15]=1)=[O:7])([CH3:4])([CH3:2])[CH3:3]. The yield is 0.550. (7) The reactants are [NH:1]1[C:9]2[C:4](=[CH:5][CH:6]=[CH:7][CH:8]=2)[C:3](/[CH:10]=[CH:11]/[C:12]2[CH:25]=[CH:24][C:15]([C:16]([N:18]3[CH2:23][CH2:22][NH:21][CH2:20][CH2:19]3)=[O:17])=[CH:14][CH:13]=2)=[N:2]1.[CH3:26]N1CCOCC1.Cl.C(N=C=NCCCN(C)C)C.O.ON1C2C=CC=CC=2N=N1.C[CH:57](C)[CH2:58][C:59]([NH:61][CH2:62][C:63]([OH:65])=O)=[O:60]. No catalyst specified. The product is [C:59]([NH:61][CH2:62][C:63]([N:21]1[CH2:22][CH2:23][N:18]([C:16](=[O:17])[C:15]2[CH:14]=[CH:13][C:12](/[CH:11]=[CH:10]/[C:3]3[C:4]4[C:9](=[CH:8][CH:7]=[CH:6][CH:5]=4)[NH:1][N:2]=3)=[CH:25][CH:24]=2)[CH2:19][CH2:20]1)=[O:65])(=[O:60])[CH:58]([CH3:57])[CH3:26]. The yield is 0.370. (8) The product is [CH3:15][S:16]([C:2]1[CH:7]=[C:6]([C:8]([F:11])([F:10])[F:9])[CH:5]=[C:4]([N+:12]([O-:14])=[O:13])[CH:3]=1)(=[O:18])=[O:17]. The yield is 0.333. The catalyst is CS(C)=O. The reactants are Br[C:2]1[CH:7]=[C:6]([C:8]([F:11])([F:10])[F:9])[CH:5]=[C:4]([N+:12]([O-:14])=[O:13])[CH:3]=1.[CH3:15][S:16]([O-:18])=[O:17].[Na+].[OH-].[Na+].